This data is from Reaction yield outcomes from USPTO patents with 853,638 reactions. The task is: Predict the reaction yield, written as a fraction of the theoretical maximum amount of product (1.0 means a 100% yield; for example, 0.34 means a 34% yield). (1) The reactants are [H-].[Na+].[C:3]([O:7][C:8]([N:10]1[CH2:15][CH2:14][N:13]([C:16]2[C:17]([O:22][CH2:23][CH2:24][OH:25])=[N:18][CH:19]=[CH:20][N:21]=2)[CH2:12][CH2:11]1)=[O:9])([CH3:6])([CH3:5])[CH3:4].[Cl:26][C:27]1[C:32](Cl)=[N:31][CH:30]=[CH:29][N:28]=1.O. The catalyst is O1CCOCC1. The product is [Cl:26][C:27]1[C:32]([O:25][CH2:24][CH2:23][O:22][C:17]2[C:16]([N:13]3[CH2:14][CH2:15][N:10]([C:8]([O:7][C:3]([CH3:6])([CH3:5])[CH3:4])=[O:9])[CH2:11][CH2:12]3)=[N:21][CH:20]=[CH:19][N:18]=2)=[N:31][CH:30]=[CH:29][N:28]=1. The yield is 0.610. (2) The reactants are [Br:1][C:2]1[CH:21]=[CH:20][C:5]2[O:6][CH2:7][C:8](=[O:19])[CH2:9][N:10]3[C:18]4[CH:17]=[CH:16][CH:15]=[CH:14][C:13]=4[CH:12]=[C:11]3[C:4]=2[CH:3]=1.[CH2:22]1COCC1. No catalyst specified. The product is [Br:1][C:2]1[CH:21]=[CH:20][C:5]2[O:6][CH2:7][C:8]([CH3:22])([OH:19])[CH2:9][N:10]3[C:18]4[CH:17]=[CH:16][CH:15]=[CH:14][C:13]=4[CH:12]=[C:11]3[C:4]=2[CH:3]=1. The yield is 0.476. (3) The reactants are C([O:3][C:4](=[O:20])[C:5]1[CH:10]=[CH:9][C:8]([O:11][C:12]2[CH:17]=[CH:16][C:15]([CH:18]=[O:19])=[CH:14][CH:13]=2)=[N:7][CH:6]=1)C.CO.[OH-].[Na+].Cl. The catalyst is C(OCC)(=O)C.C1COCC1. The product is [CH:18]([C:15]1[CH:16]=[CH:17][C:12]([O:11][C:8]2[CH:9]=[CH:10][C:5]([C:4]([OH:20])=[O:3])=[CH:6][N:7]=2)=[CH:13][CH:14]=1)=[O:19]. The yield is 0.850. (4) The reactants are [CH3:1][C:2]([CH3:8])([CH3:7])[CH2:3][C:4](Cl)=[O:5].C([N:11](CC)CC)C.[Br:16][C:17]1[CH:22]=[C:21]([CH3:23])[C:20](N)=[C:19]([CH3:25])[CH:18]=1.O. The catalyst is C(#N)C. The product is [Br:16][C:17]1[CH:22]=[C:21]([CH3:23])[C:20]([CH:3]([C:2]([CH3:8])([CH3:7])[CH3:1])[C:4]([NH2:11])=[O:5])=[C:19]([CH3:25])[CH:18]=1. The yield is 1.00.